Task: Predict the reaction yield, written as a fraction of the theoretical maximum amount of product (1.0 means a 100% yield; for example, 0.34 means a 34% yield).. Dataset: Reaction yield outcomes from USPTO patents with 853,638 reactions (1) The reactants are [O:1]=[C:2]1[NH:18][C:5]2=[N:6][CH:7]=[C:8]([C:10]3[CH:17]=[CH:16][C:13]([C:14]#[N:15])=[CH:12][CH:11]=3)[N:9]=[C:4]2[N:3]1[CH2:19][CH2:20][CH:21]1[CH2:26][CH2:25][O:24][CH2:23][CH2:22]1.Br[C:28]1[N:33]=C2N(CCC3CCOCC3)C(=O)NC2=N[CH:29]=1.C(C1C=CC(B(O)O)=CC=1)#[N:47].C(=O)([O-])[O-].[Na+].[Na+]. The catalyst is O1CCOCC1.O.C1C=CC(P(C2C=CC=CC=2)[C-]2C=CC=C2)=CC=1.C1C=CC(P(C2C=CC=CC=2)[C-]2C=CC=C2)=CC=1.Cl[Pd]Cl.[Fe+2]. The product is [CH3:29][C:28]1[NH:33][N:47]=[C:14]([C:13]2[CH:12]=[CH:11][C:10]([C:8]3[N:9]=[C:4]4[N:3]([CH2:19][CH2:20][CH:21]5[CH2:26][CH2:25][O:24][CH2:23][CH2:22]5)[C:2](=[O:1])[NH:18][C:5]4=[N:6][CH:7]=3)=[CH:17][CH:16]=2)[N:15]=1. The yield is 0.460. (2) The reactants are [CH2:1]([O:3][C:4]([C:6]1[C:15]2[CH:14]([N:16]([CH:18]3[CH2:20][CH2:19]3)[CH3:17])[CH2:13][CH2:12][C:11]([CH3:22])([CH3:21])[C:10]=2[CH:9]=[C:8]([C:23]#[C:24][C:25]2[CH:30]=[CH:29][C:28]([CH2:31][C:32]([O:34]C)=[O:33])=[CH:27][CH:26]=2)[CH:7]=1)=[O:5])[CH3:2].[OH-].[Li+]. The catalyst is C(O)C.O1CCCC1.O. The yield is 0.940. The product is [CH2:1]([O:3][C:4]([C:6]1[C:15]2[CH:14]([N:16]([CH:18]3[CH2:19][CH2:20]3)[CH3:17])[CH2:13][CH2:12][C:11]([CH3:22])([CH3:21])[C:10]=2[CH:9]=[C:8]([C:23]#[C:24][C:25]2[CH:26]=[CH:27][C:28]([CH2:31][C:32]([OH:34])=[O:33])=[CH:29][CH:30]=2)[CH:7]=1)=[O:5])[CH3:2]. (3) The reactants are [CH3:1][N:2]([CH3:27])[C:3]1[CH:4]=[CH:5][C:6]([C:11]2[S:12][C:13]3[CH:19]([O:20][CH2:21][O:22][CH2:23][CH2:24][O:25][CH3:26])[CH2:18][CH2:17][CH2:16][C:14]=3[N:15]=2)=[C:7]([CH:10]=1)[CH:8]=O.[NH:28]1[CH2:31][CH2:30][CH2:29]1.[BH-](OC(C)=O)(OC(C)=O)OC(C)=O.[Na+].C(O)(=O)C. The catalyst is C(Cl)Cl.CC(O)=O. The product is [N:28]1([CH2:8][C:7]2[CH:10]=[C:3]([CH:4]=[CH:5][C:6]=2[C:11]2[S:12][C:13]3[CH:19]([O:20][CH2:21][O:22][CH2:23][CH2:24][O:25][CH3:26])[CH2:18][CH2:17][CH2:16][C:14]=3[N:15]=2)[N:2]([CH3:1])[CH3:27])[CH2:31][CH2:30][CH2:29]1. The yield is 0.900. (4) The reactants are [CH2:1]([C:3]1[C:8](=[O:9])[NH:7][C:6]([CH3:10])=[C:5]([C:11]2[O:15][C:14]([S:16]([Cl:19])(=[O:18])=[O:17])=[CH:13][CH:12]=2)[CH:4]=1)[CH3:2].[N:20]1([CH2:25][CH2:26][NH2:27])[CH2:24][CH2:23][CH2:22][CH2:21]1. No catalyst specified. The product is [ClH:19].[N:20]1([CH2:25][CH2:26][NH:27][S:16]([C:14]2[O:15][C:11]([C:5]3[CH:4]=[C:3]([CH2:1][CH3:2])[C:8](=[O:9])[NH:7][C:6]=3[CH3:10])=[CH:12][CH:13]=2)(=[O:18])=[O:17])[CH2:24][CH2:23][CH2:22][CH2:21]1. The yield is 0.970. (5) The reactants are [CH3:1][C:2]1[CH:7]=[CH:6][C:5]([S:8]([O:11][CH2:12][C@@H:13]2[O:18][C:17]3[C:19](C=O)=[C:20]([NH:23][C:24]([O:26][CH2:27][C:28]4[CH:33]=[CH:32][CH:31]=[CH:30][CH:29]=4)=[O:25])[CH:21]=[CH:22][C:16]=3[O:15][CH2:14]2)(=[O:10])=[O:9])=[CH:4][CH:3]=1.ClC1C=C(C=CC=1)C(OO)=[O:41]. The catalyst is C(Cl)Cl. The product is [CH3:1][C:2]1[CH:3]=[CH:4][C:5]([S:8]([O:11][CH2:12][CH:13]2[O:18][C:17]3[C:19]([OH:41])=[C:20]([NH:23][C:24]([O:26][CH2:27][C:28]4[CH:33]=[CH:32][CH:31]=[CH:30][CH:29]=4)=[O:25])[CH:21]=[CH:22][C:16]=3[O:15][CH2:14]2)(=[O:9])=[O:10])=[CH:6][CH:7]=1. The yield is 0.400.